Dataset: Reaction yield outcomes from USPTO patents with 853,638 reactions. Task: Predict the reaction yield, written as a fraction of the theoretical maximum amount of product (1.0 means a 100% yield; for example, 0.34 means a 34% yield). (1) The reactants are [C:1]([O:7][C:8]([CH3:11])([CH3:10])[CH3:9])(=[O:6])[CH2:2][C:3]([CH3:5])=O.[F:12][C:13]1[C:20]([F:21])=[CH:19][CH:18]=[CH:17][C:14]=1[CH:15]=O.[NH4+:22].[OH-:23]. The catalyst is CCO.C(Cl)Cl. The product is [F:12][C:13]1[C:20]([F:21])=[CH:19][CH:18]=[CH:17][C:14]=1[CH:15]1[C:2]([C:1]([O:7][C:8]([CH3:11])([CH3:10])[CH3:9])=[O:6])=[C:3]([CH3:5])[NH:22][C:3]([CH3:5])=[C:2]1[C:1]([O:7][C:8]([CH3:11])([CH3:10])[CH3:9])=[O:23]. The yield is 0.510. (2) The reactants are Br[C:2]1[CH:7]=[CH:6][C:5]([N:8]2[C:12]3[N:13]=[CH:14][N:15]([CH2:18][C:19]4([OH:34])[CH2:24][CH2:23][N:22]([C:25]([C:27]5[CH:32]=[CH:31][C:30]([CH3:33])=[CH:29][CH:28]=5)=[O:26])[CH2:21][CH2:20]4)[C:16](=[O:17])[C:11]=3[CH:10]=[N:9]2)=[CH:4][CH:3]=1.C(=O)([O-])[O-].[K+].[K+].Cl.[CH2:42]([O:49][CH2:50][CH2:51][O:52][C:53]1[CH:54]=[N:55][NH:56][CH:57]=1)[C:43]1[CH:48]=[CH:47][CH:46]=[CH:45][CH:44]=1.CN[C@@H]1CCCC[C@H]1NC. The catalyst is O1CCOCC1. The product is [CH2:42]([O:49][CH2:50][CH2:51][O:52][C:53]1[CH:57]=[N:56][N:55]([C:2]2[CH:7]=[CH:6][C:5]([N:8]3[C:12]4[N:13]=[CH:14][N:15]([CH2:18][C:19]5([OH:34])[CH2:24][CH2:23][N:22]([C:25]([C:27]6[CH:32]=[CH:31][C:30]([CH3:33])=[CH:29][CH:28]=6)=[O:26])[CH2:21][CH2:20]5)[C:16](=[O:17])[C:11]=4[CH:10]=[N:9]3)=[CH:4][CH:3]=2)[CH:54]=1)[C:43]1[CH:44]=[CH:45][CH:46]=[CH:47][CH:48]=1. The yield is 0.300. (3) The reactants are [N:1]1[CH:6]=[CH:5][CH:4]=[CH:3][C:2]=1[C:7]1[N:15]2[C:10]([CH:11]=[CH:12][CH:13]=[CH:14]2)=[CH:9][C:8]=1[C:16]#[N:17].[CH3:18][CH2:19][Mg+].[Br-].[BH4-].[Na+]. The catalyst is C1COCC1.CO. The product is [N:1]1[CH:6]=[CH:5][CH:4]=[CH:3][C:2]=1[C:7]1[N:15]2[C:10]([CH:11]=[CH:12][CH:13]=[CH:14]2)=[CH:9][C:8]=1[CH:16]([NH2:17])[CH2:18][CH3:19]. The yield is 0.600. (4) The reactants are C1(P(C2C=CC=CC=2)C2C=CC=CC=2)C=CC=CC=1.BrBr.[NH2:22][C:23]1[N:32]=[C:31]([NH2:33])[C:30]2[C:25](=[N:26][CH:27]=[C:28]([CH2:34]O)[N:29]=2)[N:24]=1.[O-2].[Ba+2].[NH2:38][C:39]1[CH:47]=[CH:46][C:42]([C:43]([OH:45])=[O:44])=[CH:41][CH:40]=1. The yield is 0.990. The catalyst is O.CO.C(Cl)Cl.CC(N(C)C)=O. The product is [CH:41]1[C:42]([C:43]([OH:45])=[O:44])=[CH:46][CH:47]=[C:39]([NH:38][CH2:34][C:28]2[N:29]=[C:30]3[C:31]([NH2:33])=[N:32][C:23]([NH2:22])=[N:24][C:25]3=[N:26][CH:27]=2)[CH:40]=1. (5) The reactants are [Cl:1][C:2]1[CH:7]=[CH:6][C:5]([CH2:8][C:9]#[N:10])=[CH:4][CH:3]=1.[H-].[Na+].Cl[CH2:14][CH2:15][O:16][CH2:17][CH2:18]Cl. The catalyst is CS(C)=O.O.Cl. The product is [Cl:1][C:2]1[CH:7]=[CH:6][C:5]([C:8]2([C:9]#[N:10])[CH2:18][CH2:17][O:16][CH2:15][CH2:14]2)=[CH:4][CH:3]=1. The yield is 0.890.